This data is from Catalyst prediction with 721,799 reactions and 888 catalyst types from USPTO. The task is: Predict which catalyst facilitates the given reaction. (1) Reactant: CC1(C)[O:6][CH:5]([CH2:7][O:8][C:9]2[CH:14]=[CH:13][C:12]([C:15]3[C:19]4[CH:20]=[C:21]([CH2:24][O:25][C:26]5[N:31]=[CH:30][C:29]([CH:32]([C:39]#[C:40][CH3:41])[CH2:33][C:34]([O:36][CH2:37][CH3:38])=[O:35])=[CH:28][CH:27]=5)[CH:22]=[CH:23][C:18]=4[S:17][CH:16]=3)=[C:11]([CH3:42])[CH:10]=2)[CH2:4][O:3]1.C1COCC1.Cl. Product: [OH:6][CH:5]([CH2:4][OH:3])[CH2:7][O:8][C:9]1[CH:14]=[CH:13][C:12]([C:15]2[C:19]3[CH:20]=[C:21]([CH2:24][O:25][C:26]4[N:31]=[CH:30][C:29]([CH:32]([C:39]#[C:40][CH3:41])[CH2:33][C:34]([O:36][CH2:37][CH3:38])=[O:35])=[CH:28][CH:27]=4)[CH:22]=[CH:23][C:18]=3[S:17][CH:16]=2)=[C:11]([CH3:42])[CH:10]=1. The catalyst class is: 6. (2) Product: [F:15][C:3]1[CH:4]=[C:5]([C:8]([N:10]2[CH2:14][CH2:13][CH2:12][CH2:11]2)=[O:9])[CH:6]=[CH:7][C:2]=1[N:21]1[C:20]2[CH2:23][CH2:24][O:25][CH2:26][C:19]=2[C:18]([C:17]([F:16])([F:28])[F:27])=[N:22]1. Reactant: Br[C:2]1[CH:7]=[CH:6][C:5]([C:8]([N:10]2[CH2:14][CH2:13][CH2:12][CH2:11]2)=[O:9])=[CH:4][C:3]=1[F:15].[F:16][C:17]([F:28])([F:27])[C:18]1[C:19]2[CH2:26][O:25][CH2:24][CH2:23][C:20]=2[NH:21][N:22]=1.CN(C)CC(O)=O.C(=O)([O-])[O-].[K+].[K+]. The catalyst class is: 156.